Dataset: Forward reaction prediction with 1.9M reactions from USPTO patents (1976-2016). Task: Predict the product of the given reaction. (1) Given the reactants Cl.Cl.[F:3][C:4]1[CH:5]=[CH:6][C:7]([C:10]2[CH:11]=[N:12][N:13]([CH2:15][C@@H:16]([NH2:18])[CH3:17])[CH:14]=2)=[N:8][CH:9]=1.[CH3:19][C:20]1[CH:21]=[CH:22][C:23]([N:29]2[N:33]=[CH:32][CH:31]=[N:30]2)=[C:24]([CH:28]=1)[C:25](O)=[O:26], predict the reaction product. The product is: [F:3][C:4]1[CH:5]=[CH:6][C:7]([C:10]2[CH:11]=[N:12][N:13]([CH2:15][C@@H:16]([NH:18][C:25](=[O:26])[C:24]3[CH:28]=[C:20]([CH3:19])[CH:21]=[CH:22][C:23]=3[N:29]3[N:33]=[CH:32][CH:31]=[N:30]3)[CH3:17])[CH:14]=2)=[N:8][CH:9]=1. (2) Given the reactants Cl[C:2]([O:4][CH:5]([Cl:7])[CH3:6])=[O:3].[N+:8]([O-:22])([O:10][C@@H:11]([C@H:13]([O:18][N+:19]([O-:21])=[O:20])[CH2:14][CH2:15][CH2:16][OH:17])[CH3:12])=[O:9].N1C=CC=CC=1, predict the reaction product. The product is: [C:2](=[O:3])([O:4][CH:5]([Cl:7])[CH3:6])[O:17][CH2:16][CH2:15][CH2:14][C@@H:13]([O:18][N+:19]([O-:21])=[O:20])[C@H:11]([O:10][N+:8]([O-:22])=[O:9])[CH3:12]. (3) Given the reactants Cl[C:2]1[C:7]([C:8]2[C:17]3[C:12](=[CH:13][CH:14]=[CH:15][CH:16]=3)[NH:11][C:10](=[O:18])[CH:9]=2)=[CH:6][CH:5]=[CH:4][N:3]=1.C1(P(C2CCCCC2)C2C=CC=CC=2C2C(C(C)C)=CC(C(C)C)=CC=2C(C)C)CCCCC1.[Br-].[CH3:54][C:55]1[N:60]=[C:59]([Zn+])[CH:58]=[CH:57][CH:56]=1, predict the reaction product. The product is: [CH3:54][C:55]1[N:60]=[C:59]([C:2]2[C:7]([C:8]3[C:17]4[C:12](=[CH:13][CH:14]=[CH:15][CH:16]=4)[NH:11][C:10](=[O:18])[CH:9]=3)=[CH:6][CH:5]=[CH:4][N:3]=2)[CH:58]=[CH:57][CH:56]=1. (4) Given the reactants C([NH:5][S:6]([C:9]1[S:10][C:11]([C:14]2[CH:19]=[CH:18][CH:17]=[C:16]([C:20]3[N:25]=[C:24]([CH3:26])[CH:23]=[C:22]([C:27]4[CH:28]=[N:29][C:30]([C:33]([F:36])([F:35])[F:34])=[CH:31][CH:32]=4)[N:21]=3)[CH:15]=2)=[CH:12][CH:13]=1)(=[O:8])=[O:7])(C)(C)C.C(O)(C(F)(F)F)=O, predict the reaction product. The product is: [CH3:26][C:24]1[CH:23]=[C:22]([C:27]2[CH:28]=[N:29][C:30]([C:33]([F:35])([F:36])[F:34])=[CH:31][CH:32]=2)[N:21]=[C:20]([C:16]2[CH:15]=[C:14]([C:11]3[S:10][C:9]([S:6]([NH2:5])(=[O:8])=[O:7])=[CH:13][CH:12]=3)[CH:19]=[CH:18][CH:17]=2)[N:25]=1.